This data is from Full USPTO retrosynthesis dataset with 1.9M reactions from patents (1976-2016). The task is: Predict the reactants needed to synthesize the given product. (1) Given the product [Cl:8][C:6]1[CH:5]=[N:4][C:3]2[N:9]3[C:10]([CH:14]4[CH2:19][CH2:18][CH2:17][CH2:16][CH2:15]4)=[N:11][CH:12]=[C:13]3[C:20](=[O:21])[NH:1][C:2]=2[CH:7]=1, predict the reactants needed to synthesize it. The reactants are: [NH2:1][C:2]1[C:3]([N:9]2[CH:13]=[CH:12][N:11]=[C:10]2[CH:14]2[CH2:19][CH2:18][CH2:17][CH2:16][CH2:15]2)=[N:4][CH:5]=[C:6]([Cl:8])[CH:7]=1.[C:20](N1C=CN=C1)(N1C=CN=C1)=[O:21]. (2) Given the product [CH3:1][O:2][C:3]1[CH:4]=[C:5]2[C:9](=[CH:10][CH:11]=1)[N:8]([CH3:12])[CH:7]=[C:6]2[C:13]1[N:23]([CH2:24][O:25][CH2:26][CH2:27][Si:28]([CH3:30])([CH3:29])[CH3:31])[C:16]2=[N:17][CH:18]=[C:19]([CH2:21][NH:22][C:37](=[O:38])[N:34]([CH3:35])[CH3:33])[N:20]=[C:15]2[CH:14]=1, predict the reactants needed to synthesize it. The reactants are: [CH3:1][O:2][C:3]1[CH:4]=[C:5]2[C:9](=[CH:10][CH:11]=1)[N:8]([CH3:12])[CH:7]=[C:6]2[C:13]1[N:23]([CH2:24][O:25][CH2:26][CH2:27][Si:28]([CH3:31])([CH3:30])[CH3:29])[C:16]2=[N:17][CH:18]=[C:19]([CH2:21][NH2:22])[N:20]=[C:15]2[CH:14]=1.C1N=[CH:35][N:34]([C:37](N2C=NC=C2)=[O:38])[CH:33]=1.CCN(C(C)C)C(C)C.CNC. (3) The reactants are: [Cl:1][C:2]1[CH:7]=[CH:6][C:5]([S:8]([CH:10]2[CH2:13][NH:12][CH2:11]2)=[O:9])=[CH:4][CH:3]=1.[C:14]([O:18][C:19](=[O:44])[NH:20][C@H:21]([C:25]([C:38]1[CH:43]=[CH:42][CH:41]=[CH:40][CH:39]=1)([C:32]1[CH:37]=[CH:36][CH:35]=[CH:34][CH:33]=1)[O:26][SiH2:27][C:28]([CH3:31])([CH3:30])[CH3:29])[CH2:22][CH2:23]I)([CH3:17])([CH3:16])[CH3:15].C(N(CC)CC)C. Given the product [C:14]([O:18][C:19](=[O:44])[NH:20][C@H:21]([C:25]([C:38]1[CH:43]=[CH:42][CH:41]=[CH:40][CH:39]=1)([C:32]1[CH:33]=[CH:34][CH:35]=[CH:36][CH:37]=1)[O:26][SiH2:27][C:28]([CH3:30])([CH3:31])[CH3:29])[CH2:22][CH2:23][N:12]1[CH2:13][CH:10]([S:8]([C:5]2[CH:4]=[CH:3][C:2]([Cl:1])=[CH:7][CH:6]=2)=[O:9])[CH2:11]1)([CH3:15])([CH3:16])[CH3:17], predict the reactants needed to synthesize it. (4) Given the product [CH2:1]([O:8][C:9]([CH2:11][C@H:12]([NH:15][C:16](=[O:22])[O:17][C:18]([CH3:19])([CH3:21])[CH3:20])[CH2:13][O:14][CH3:23])=[O:10])[C:2]1[CH:7]=[CH:6][CH:5]=[CH:4][CH:3]=1, predict the reactants needed to synthesize it. The reactants are: [CH2:1]([O:8][C:9]([CH2:11][C@H:12]([NH:15][C:16](=[O:22])[O:17][C:18]([CH3:21])([CH3:20])[CH3:19])[CH2:13][OH:14])=[O:10])[C:2]1[CH:7]=[CH:6][CH:5]=[CH:4][CH:3]=1.[C:23](C1C=C(C)C=C(C(C)(C)C)N=1)(C)(C)C.F[B-](F)(F)F.C[O+](C)C. (5) The reactants are: Cl[C:2]1[C:3]2[C:4](=[CH:19][N:20](CC3C=CC(OC)=CC=3)[N:21]=2)[N:5]=[C:6]([C:8]2[CH:9]=[N:10][C:11]([N:14]3[CH2:18][CH2:17][CH2:16][CH2:15]3)=[CH:12][CH:13]=2)[N:7]=1.[CH3:31][N:32]1[CH2:37][CH2:36][N:35]([C:38]2[CH:44]=[CH:43][C:41]([NH2:42])=[CH:40][CH:39]=2)[CH2:34][CH2:33]1.Cl. Given the product [CH3:31][N:32]1[CH2:33][CH2:34][N:35]([C:38]2[CH:44]=[CH:43][C:41]([NH:42][C:2]3[C:3]4[NH:21][N:20]=[CH:19][C:4]=4[N:5]=[C:6]([C:8]4[CH:9]=[N:10][C:11]([N:14]5[CH2:18][CH2:17][CH2:16][CH2:15]5)=[CH:12][CH:13]=4)[N:7]=3)=[CH:40][CH:39]=2)[CH2:36][CH2:37]1, predict the reactants needed to synthesize it. (6) Given the product [O:4]([CH2:5][CH2:6][CH2:7][CH2:8]/[CH:9]=[C:10](\[CH3:16])/[C:11]([O:13][CH2:14][CH3:15])=[O:12])[Si:22]([C:25]([CH3:28])([CH3:27])[CH3:26])([CH3:24])[CH3:23], predict the reactants needed to synthesize it. The reactants are: C(Cl)Cl.[OH:4][CH2:5][CH2:6][CH2:7][CH2:8]/[CH:9]=[C:10](\[CH3:16])/[C:11]([O:13][CH2:14][CH3:15])=[O:12].N1C=CN=C1.[Si:22](Cl)([C:25]([CH3:28])([CH3:27])[CH3:26])([CH3:24])[CH3:23]. (7) Given the product [Br:25][C:26]1[C:34]2[C:29](=[CH:30][CH:31]=[C:32]([C:35]([NH:57][CH:58]3[CH:63]([C:64]4[CH:69]=[CH:68][CH:67]=[C:66]([F:70])[CH:65]=4)[CH2:62][CH2:61][N:60]([C:71]([O:73][C:74]([CH3:77])([CH3:76])[CH3:75])=[O:72])[CH2:59]3)=[O:36])[CH:33]=2)[N:28]([C:38]([C:51]2[CH:56]=[CH:55][CH:54]=[CH:53][CH:52]=2)([C:39]2[CH:40]=[CH:41][CH:42]=[CH:43][CH:44]=2)[C:45]2[CH:50]=[CH:49][CH:48]=[CH:47][CH:46]=2)[N:27]=1, predict the reactants needed to synthesize it. The reactants are: F[P-](F)(F)(F)(F)F.N1(OC(N(C)C)=[N+](C)C)C2N=CC=CC=2N=N1.[Br:25][C:26]1[C:34]2[C:29](=[CH:30][CH:31]=[C:32]([C:35](O)=[O:36])[CH:33]=2)[N:28]([C:38]([C:51]2[CH:56]=[CH:55][CH:54]=[CH:53][CH:52]=2)([C:45]2[CH:50]=[CH:49][CH:48]=[CH:47][CH:46]=2)[C:39]2[CH:44]=[CH:43][CH:42]=[CH:41][CH:40]=2)[N:27]=1.[NH2:57][CH:58]1[CH:63]([C:64]2[CH:69]=[CH:68][CH:67]=[C:66]([F:70])[CH:65]=2)[CH2:62][CH2:61][N:60]([C:71]([O:73][C:74]([CH3:77])([CH3:76])[CH3:75])=[O:72])[CH2:59]1.C(N(C(C)C)CC)(C)C. (8) Given the product [CH3:1][C:2]1[C:3]([C:9]2[CH:14]=[CH:13][CH:12]=[CH:11][CH:10]=2)=[CH:4][C:5]([S:35]([C:33]2[CH:32]=[CH:31][C:28]3[CH2:29][CH2:30][NH:24][CH2:25][CH2:26][C:27]=3[CH:34]=2)(=[O:36])=[O:37])=[CH:6][CH:7]=1, predict the reactants needed to synthesize it. The reactants are: [CH3:1][C:2]1[CH:7]=[CH:6][C:5](Br)=[CH:4][C:3]=1[C:9]1[CH:14]=[CH:13][CH:12]=[CH:11][CH:10]=1.C([Li])(C)(C)C.FC(F)(F)C([N:24]1[CH2:30][CH2:29][C:28]2[CH:31]=[CH:32][C:33]([S:35](F)(=[O:37])=[O:36])=[CH:34][C:27]=2[CH2:26][CH2:25]1)=O.O.